Predict which catalyst facilitates the given reaction. From a dataset of Catalyst prediction with 721,799 reactions and 888 catalyst types from USPTO. (1) Reactant: [CH3:1][O:2][C:3]1[CH:4]=[C:5]([CH2:13][C:14](=[O:16])[CH3:15])[CH:6]=[C:7]([O:11][CH3:12])[C:8]=1[O:9][CH3:10].[BH4-].[Na+]. Product: [CH3:12][O:11][C:7]1[CH:6]=[C:5]([CH2:13][CH:14]([OH:16])[CH3:15])[CH:4]=[C:3]([O:2][CH3:1])[C:8]=1[O:9][CH3:10]. The catalyst class is: 5. (2) Reactant: [CH3:1][O:2][C:3](=[O:13])[C:4]1[CH:9]=[CH:8][C:7]([O:10][CH3:11])=[C:6]([OH:12])[CH:5]=1.C([O-])([O-])=O.[K+].[K+].Br[CH2:21][CH2:22][CH2:23][O:24][CH3:25]. Product: [CH3:1][O:2][C:3](=[O:13])[C:4]1[CH:9]=[CH:8][C:7]([O:10][CH3:11])=[C:6]([O:12][CH2:21][CH2:22][CH2:23][O:24][CH3:25])[CH:5]=1. The catalyst class is: 23. (3) Reactant: [CH3:1][C@:2]([C:11]([OH:13])=[O:12])([CH2:4][C:5]1[CH:10]=[CH:9][CH:8]=[CH:7][CH:6]=1)[NH2:3].[OH-].[Na+].[CH3:16][C:17]([O:20][C:21](O[C:21]([O:20][C:17]([CH3:19])([CH3:18])[CH3:16])=[O:22])=[O:22])([CH3:19])[CH3:18].Cl. Product: [C:17]([O:20][C:21]([NH:3][C@@:2]([CH3:1])([C:11]([OH:13])=[O:12])[CH2:4][C:5]1[CH:6]=[CH:7][CH:8]=[CH:9][CH:10]=1)=[O:22])([CH3:19])([CH3:18])[CH3:16]. The catalyst class is: 38. (4) Reactant: [F:1][C:2]([F:16])([F:15])[C:3]1[CH:8]=[CH:7][C:6]([C@:9]23[CH2:14][C@H:13]2[CH2:12][NH:11][CH2:10]3)=[CH:5][CH:4]=1.[Cl:17][CH2:18][CH2:19][CH2:20][N:21]1[CH:26]=[C:25]([C:27]2[CH:32]=[CH:31][CH:30]=[CH:29][CH:28]=2)[C:24](=[O:33])[NH:23][C:22]1=[O:34].[Na+].[I-].[NH4+].[Cl-]. Product: [ClH:17].[C:27]1([C:25]2[C:24](=[O:33])[NH:23][C:22](=[O:34])[N:21]([CH2:20][CH2:19][CH2:18][N:11]3[CH2:12][C@H:13]4[C@:9]([C:6]5[CH:5]=[CH:4][C:3]([C:2]([F:1])([F:15])[F:16])=[CH:8][CH:7]=5)([CH2:14]4)[CH2:10]3)[CH:26]=2)[CH:28]=[CH:29][CH:30]=[CH:31][CH:32]=1. The catalyst class is: 3. (5) Reactant: [Cl:1][C:2]1[CH:3]=[C:4]([Cl:17])[C:5]2[O:9][C:8]([C:10]([OH:12])=O)=[C:7]([CH3:13])[C:6]=2[C:14]=1[O:15][CH3:16].[C:18]([O:22][C:23](=[O:45])[C@@H:24]([NH:28][S:29]([C:32]1[CH:37]=[CH:36][C:35]([C:38]2[CH:43]=[CH:42][C:41]([NH2:44])=[CH:40][CH:39]=2)=[CH:34][CH:33]=1)(=[O:31])=[O:30])[CH:25]([CH3:27])[CH3:26])([CH3:21])([CH3:20])[CH3:19].F[P-](F)(F)(F)(F)F.N1(O[P+](N(C)C)(N(C)C)N(C)C)C2C=CC=CC=2N=N1.C(N(CC)C(C)C)(C)C. Product: [C:18]([O:22][C:23](=[O:45])[C@@H:24]([NH:28][S:29]([C:32]1[CH:33]=[CH:34][C:35]([C:38]2[CH:39]=[CH:40][C:41]([NH:44][C:10]([C:8]3[O:9][C:5]4[C:4]([Cl:17])=[CH:3][C:2]([Cl:1])=[C:14]([O:15][CH3:16])[C:6]=4[C:7]=3[CH3:13])=[O:12])=[CH:42][CH:43]=2)=[CH:36][CH:37]=1)(=[O:31])=[O:30])[CH:25]([CH3:27])[CH3:26])([CH3:20])([CH3:21])[CH3:19]. The catalyst class is: 3.